This data is from Full USPTO retrosynthesis dataset with 1.9M reactions from patents (1976-2016). The task is: Predict the reactants needed to synthesize the given product. (1) Given the product [CH2:1]([CH:3]([C:6]1[CH:11]=[C:10]([CH3:12])[N:9]=[N:8][C:7]=1[NH2:13])[CH2:4][CH3:5])[CH3:2], predict the reactants needed to synthesize it. The reactants are: [CH2:1]([CH:3]([C:6]1[CH:11]=[C:10]([CH3:12])[N:9]=[N:8][C:7]=1[NH:13]C(=O)C(C)(C)C)[CH2:4][CH3:5])[CH3:2]. (2) Given the product [CH2:1]([O:8][CH2:9][C@@H:10]([CH2:21][N:22]1[CH:30]=[N:29][C:28]2[C:27](=[O:34])[NH:26][C:25]([NH2:32])=[N:24][C:23]1=2)[C@H:11]([OH:13])[CH3:12])[C:2]1[CH:7]=[CH:6][CH:5]=[CH:4][CH:3]=1, predict the reactants needed to synthesize it. The reactants are: [CH2:1]([O:8][CH2:9][C@@H:10]([CH2:21][N:22]1[CH:30]=[N:29][C:28]2[C:23]1=[N:24][C:25]([NH2:32])=[N:26][C:27]=2Cl)[C@H:11]([O:13][Si](C(C)(C)C)(C)C)[CH3:12])[C:2]1[CH:7]=[CH:6][CH:5]=[CH:4][CH:3]=1.C(O)(C(F)(F)F)=[O:34].